Dataset: Catalyst prediction with 721,799 reactions and 888 catalyst types from USPTO. Task: Predict which catalyst facilitates the given reaction. Reactant: C(=O)([O-])[O-].[Na+].[Na+].O.Cl.[NH:9]1[CH2:14][CH2:13][C:12](=[O:15])[CH2:11][CH2:10]1.[C:16](O[C:16]([O:18][C:19]([CH3:22])([CH3:21])[CH3:20])=[O:17])([O:18][C:19]([CH3:22])([CH3:21])[CH3:20])=[O:17]. The catalyst class is: 6. Product: [C:19]([O:18][C:16]([N:9]1[CH2:14][CH2:13][C:12](=[O:15])[CH2:11][CH2:10]1)=[O:17])([CH3:22])([CH3:21])[CH3:20].